This data is from Catalyst prediction with 721,799 reactions and 888 catalyst types from USPTO. The task is: Predict which catalyst facilitates the given reaction. The catalyst class is: 56. Product: [Br:1][C:2]1[CH:3]=[CH:4][C:5]2[C:22]([OH:25])([CH3:23])[C:7]([OH:17])([CH3:6])[C:8]3[C:13]([C:14]=2[CH:15]=1)=[CH:12][C:11]([Br:16])=[CH:10][CH:9]=3. Reactant: [Br:1][C:2]1[CH:3]=[CH:4][C:5]2[C:6](=O)[C:7](=[O:17])[C:8]3[C:13]([C:14]=2[CH:15]=1)=[CH:12][C:11]([Br:16])=[CH:10][CH:9]=3.C[Mg]Cl.[C:22]([OH:25])(=O)[CH3:23].